This data is from Tox21: 12 toxicity assays (nuclear receptors and stress response pathways). The task is: Binary classification across 12 toxicity assays. (1) The molecule is CCCC1CCCC(=O)O1. It tested positive (active) for: NR-PPAR-gamma (PPAR-gamma nuclear receptor agonist). (2) It tested positive (active) for: NR-ER (Estrogen Receptor agonist activity), and NR-ER-LBD (Estrogen Receptor Ligand Binding Domain agonist). The molecule is CC(O)[C@H]1CC[C@H]2[C@@H]3CC[C@@H]4C[C@@H](O)CC[C@]4(C)[C@H]3CC[C@]12C. (3) The compound is O=C([O-])[C@H](CC(=O)N1C[C@H]2CCCC[C@H]2C1)Cc1ccccc1.O=C([O-])[C@H](CC(=O)N1C[C@H]2CCCC[C@H]2C1)Cc1ccccc1. It tested positive (active) for: NR-ER (Estrogen Receptor agonist activity). (4) The compound is C[C@]12CC[C@H]3[C@@H](C=CC4=CC(=O)CC[C@@]43C)[C@@H]1CC[C@@]21CCC(=O)O1. It tested positive (active) for: NR-AR (Androgen Receptor agonist activity), NR-AR-LBD (Androgen Receptor Ligand Binding Domain agonist), NR-Aromatase (Aromatase enzyme inhibition), and SR-ARE (Antioxidant Response Element (oxidative stress)). (5) The compound is CC(C)(C)c1cccc(O)c1. It tested positive (active) for: SR-MMP (Mitochondrial Membrane Potential disruption). (6) The drug is C/C=C/C=C/CCCCCCCO. It tested positive (active) for: SR-HSE (Heat Shock Element response). (7) The molecule is N=C(NCCCCCCNC(=N)NC(=N)Nc1ccc(Cl)cc1)NC(=N)Nc1ccc(Cl)cc1. It tested positive (active) for: NR-AR (Androgen Receptor agonist activity), and SR-ARE (Antioxidant Response Element (oxidative stress)).